This data is from Forward reaction prediction with 1.9M reactions from USPTO patents (1976-2016). The task is: Predict the product of the given reaction. (1) Given the reactants CS(O[CH:6]1[CH2:10][CH2:9][N:8]([C:11]2[CH:16]=[CH:15][C:14]([Br:17])=[CH:13][N:12]=2)[CH2:7]1)(=O)=O.[CH3:18][O:19][CH2:20][CH2:21][NH2:22], predict the reaction product. The product is: [Br:17][C:14]1[CH:15]=[CH:16][C:11]([N:8]2[CH2:9][CH2:10][CH:6]([NH:22][CH2:21][CH2:20][O:19][CH3:18])[CH2:7]2)=[N:12][CH:13]=1. (2) Given the reactants Cl[CH2:2][C:3]1[CH:8]=[CH:7][C:6]([C@H:9]2[C@H:14]([O:15][Si:16]([CH:23]([CH3:25])[CH3:24])([CH:20]([CH3:22])[CH3:21])[CH:17]([CH3:19])[CH3:18])[CH2:13][NH:12][CH2:11][C@@H:10]2[O:26][CH:27]([C:38]2[CH:39]=[CH:40][C:41]3[O:46][CH2:45][CH2:44][N:43]([CH2:47][CH2:48][CH2:49][O:50][CH3:51])[C:42]=3[CH:52]=2)[S:28]([C:31]2[CH:36]=[CH:35][C:34]([CH3:37])=[CH:33][CH:32]=2)(=[O:30])=[O:29])=[CH:5][CH:4]=1.[CH3:53][O:54][CH2:55][CH2:56][CH2:57][OH:58], predict the reaction product. The product is: [CH3:53][O:54][CH2:55][CH2:56][CH2:57][O:58][CH2:2][C:3]1[CH:8]=[CH:7][C:6]([C@H:9]2[C@H:14]([O:15][Si:16]([CH:23]([CH3:25])[CH3:24])([CH:20]([CH3:22])[CH3:21])[CH:17]([CH3:19])[CH3:18])[CH2:13][NH:12][CH2:11][C@@H:10]2[O:26][CH:27]([C:38]2[CH:39]=[CH:40][C:41]3[O:46][CH2:45][CH2:44][N:43]([CH2:47][CH2:48][CH2:49][O:50][CH3:51])[C:42]=3[CH:52]=2)[S:28]([C:31]2[CH:36]=[CH:35][C:34]([CH3:37])=[CH:33][CH:32]=2)(=[O:30])=[O:29])=[CH:5][CH:4]=1. (3) Given the reactants CS([Cl:5])(=O)=O.[CH:6]1([CH2:12][N:13]2[C:21]3[C:16](=[CH:17][CH:18]=[CH:19][C:20]=3[O:22][CH3:23])[C:15]([C:24]3[N:25]=[C:26]([CH2:29]O)[S:27][CH:28]=3)=[CH:14]2)[CH2:11][CH2:10][CH2:9][CH2:8][CH2:7]1.N1C=CC=CC=1, predict the reaction product. The product is: [Cl:5][CH2:29][C:26]1[S:27][CH:28]=[C:24]([C:15]2[C:16]3[C:21](=[C:20]([O:22][CH3:23])[CH:19]=[CH:18][CH:17]=3)[N:13]([CH2:12][CH:6]3[CH2:11][CH2:10][CH2:9][CH2:8][CH2:7]3)[CH:14]=2)[N:25]=1. (4) Given the reactants Cl[C:2]1[CH:7]=[C:6]([C:8]2[N:9]=[C:10]([OH:18])[C:11]3[CH:17]=[CH:16][N:15]=[CH:14][C:12]=3[N:13]=2)[CH:5]=[CH:4][N:3]=1.C(OC([N:26]1[CH2:31][CH2:30][N:29]([CH2:32][C:33]2[CH:38]=[CH:37][CH:36]=[C:35]([NH2:39])[CH:34]=2)[CH2:28][CH2:27]1)=O)(C)(C)C, predict the reaction product. The product is: [N:29]1([CH2:32][C:33]2[CH:34]=[C:35]([NH:39][C:2]3[CH:7]=[C:6]([C:8]4[N:9]=[C:10]([OH:18])[C:11]5[CH:17]=[CH:16][N:15]=[CH:14][C:12]=5[N:13]=4)[CH:5]=[CH:4][N:3]=3)[CH:36]=[CH:37][CH:38]=2)[CH2:30][CH2:31][NH:26][CH2:27][CH2:28]1. (5) Given the reactants [OH2:1].O.Cl[Sn]Cl.[NH2:6][C:7]1[CH:8]=[C:9]([CH:13]=[CH:14][C:15]=1[C@:16](CCC1C=CC=CC=1)([NH2:21])[C:17]([O:19][CH3:20])=[O:18])[C:10](N)=[O:11], predict the reaction product. The product is: [NH2:6][C:7]1[CH:8]=[C:9]([CH:13]=[CH:14][C:15]=1[C@H:16]([NH:21][CH2:17][CH2:16][C:15]1[CH:14]=[CH:13][CH:9]=[CH:8][CH:7]=1)[C:17]([O:19][CH3:20])=[O:18])[C:10]([OH:11])=[O:1]. (6) Given the reactants Br[C:2]1[NH:3][C:4]2[C:9]([C:10]=1[CH:11]=[O:12])=[CH:8][C:7]([O:13][CH3:14])=[CH:6][CH:5]=2.[CH3:15][C:16]1[C:20](B2OC(C)(C)C(C)(C)O2)=[C:19]([CH3:30])[NH:18][N:17]=1.C1C=CC(P(C2C=CC=CC=2)C2C=CC=CC=2)=CC=1.[O-]P([O-])([O-])=O.[K+].[K+].[K+], predict the reaction product. The product is: [CH3:15][C:16]1[C:20]([C:2]2[NH:3][C:4]3[C:9]([C:10]=2[CH:11]=[O:12])=[CH:8][C:7]([O:13][CH3:14])=[CH:6][CH:5]=3)=[C:19]([CH3:30])[NH:18][N:17]=1. (7) The product is: [NH2:30][C:27]1[CH:26]=[CH:25][C:24]([CH2:23][CH2:22][N:11]2[C:10]3[N:9]=[C:8]([CH2:1][C:2]4[CH:3]=[CH:4][CH:5]=[CH:6][CH:7]=4)[NH:16][C:15]=3[C:14](=[O:17])[N:13]([CH2:18][CH2:19][CH3:20])[C:12]2=[O:21])=[CH:29][CH:28]=1. Given the reactants [CH2:1]([C:8]1[NH:16][C:15]2[C:14](=[O:17])[N:13]([CH2:18][CH2:19][CH3:20])[C:12](=[O:21])[N:11]([CH2:22][CH2:23][C:24]3[CH:29]=[CH:28][C:27]([N+:30]([O-])=O)=[CH:26][CH:25]=3)[C:10]=2[N:9]=1)[C:2]1[CH:7]=[CH:6][CH:5]=[CH:4][CH:3]=1.O.NN.[H][H], predict the reaction product. (8) Given the reactants Cl[C:2]1[C:7]([C:8](=[O:10])[CH3:9])=[C:6]([O:11][C:12]2[CH:17]=[CH:16][C:15]([S:18]([CH3:21])(=[O:20])=[O:19])=[CH:14][CH:13]=2)[N:5]=[CH:4][N:3]=1.[CH:22]([C:25]1[N:29]=[C:28]([CH:30]2[CH2:35][CH2:34][NH:33][CH2:32][CH2:31]2)[O:27][N:26]=1)([CH3:24])[CH3:23].C(=O)([O-])[O-].[K+].[K+].O, predict the reaction product. The product is: [CH:22]([C:25]1[N:29]=[C:28]([CH:30]2[CH2:35][CH2:34][N:33]([C:2]3[C:7]([C:8](=[O:10])[CH3:9])=[C:6]([O:11][C:12]4[CH:17]=[CH:16][C:15]([S:18]([CH3:21])(=[O:20])=[O:19])=[CH:14][CH:13]=4)[N:5]=[CH:4][N:3]=3)[CH2:32][CH2:31]2)[O:27][N:26]=1)([CH3:24])[CH3:23]. (9) Given the reactants Br[CH2:2][C:3]1[C:8]([CH3:9])=[N:7][C:6]([CH3:10])=[C:5]([CH3:11])[N:4]=1.[C:12]([O:23][CH3:24])(=[O:22])[C:13]1[CH:21]=[CH:20][C:18]([OH:19])=[C:15]([O:16][CH3:17])[CH:14]=1.C(=O)([O-])[O-].[K+].[K+].CN(C=O)C, predict the reaction product. The product is: [CH3:24][O:23][C:12](=[O:22])[C:13]1[CH:21]=[CH:20][C:18]([O:19][CH2:2][C:3]2[C:8]([CH3:9])=[N:7][C:6]([CH3:10])=[C:5]([CH3:11])[N:4]=2)=[C:15]([O:16][CH3:17])[CH:14]=1.